Regression. Given a peptide amino acid sequence and an MHC pseudo amino acid sequence, predict their binding affinity value. This is MHC class II binding data. From a dataset of Peptide-MHC class II binding affinity with 134,281 pairs from IEDB. (1) The peptide sequence is LVVRMYLSSQAIRLV. The MHC is DRB1_0802 with pseudo-sequence DRB1_0802. The binding affinity (normalized) is 0.662. (2) The peptide sequence is AFILDGDNLFPKP. The MHC is HLA-DQA10501-DQB10201 with pseudo-sequence HLA-DQA10501-DQB10201. The binding affinity (normalized) is 0.517. (3) The MHC is HLA-DQA10401-DQB10402 with pseudo-sequence HLA-DQA10401-DQB10402. The peptide sequence is INEPTVAAIAYGLDR. The binding affinity (normalized) is 0.527. (4) The peptide sequence is GELQIVDWIDAAFKI. The MHC is DRB1_1501 with pseudo-sequence DRB1_1501. The binding affinity (normalized) is 0.606. (5) The peptide sequence is IGRNPNRDGDSYYYS. The MHC is HLA-DQA10201-DQB10402 with pseudo-sequence HLA-DQA10201-DQB10402. The binding affinity (normalized) is 0.486. (6) The peptide sequence is VIFILLMLVTPSMTM. The MHC is DRB1_0401 with pseudo-sequence DRB1_0401. The binding affinity (normalized) is 0.418. (7) The peptide sequence is TLWQRPVVTIKIGGQLKEAL. The MHC is DRB1_0802 with pseudo-sequence DRB1_0802. The binding affinity (normalized) is 0.572.